Dataset: Reaction yield outcomes from USPTO patents with 853,638 reactions. Task: Predict the reaction yield, written as a fraction of the theoretical maximum amount of product (1.0 means a 100% yield; for example, 0.34 means a 34% yield). The reactants are [O:1]([C:8]1[CH:27]=[CH:26][C:11]([O:12][C:13]2[CH:18]=[CH:17][N:16]=[CH:15][C:14]=2[C:19]2[CH:20]=[C:21]([CH:23]=[CH:24][CH:25]=2)[NH2:22])=[CH:10][CH:9]=1)[C:2]1[CH:7]=[CH:6][CH:5]=[CH:4][CH:3]=1.[O:28]1[CH2:33][CH2:32][N:31]([CH2:34]/[CH:35]=[CH:36]/[C:37](O)=[O:38])[CH2:30][CH2:29]1. No catalyst specified. The product is [O:28]1[CH2:33][CH2:32][N:31]([CH2:34]/[CH:35]=[CH:36]/[C:37]([NH:22][C:21]2[CH:23]=[CH:24][CH:25]=[C:19]([C:14]3[CH:15]=[N:16][CH:17]=[CH:18][C:13]=3[O:12][C:11]3[CH:10]=[CH:9][C:8]([O:1][C:2]4[CH:7]=[CH:6][CH:5]=[CH:4][CH:3]=4)=[CH:27][CH:26]=3)[CH:20]=2)=[O:38])[CH2:30][CH2:29]1. The yield is 0.340.